This data is from NCI-60 drug combinations with 297,098 pairs across 59 cell lines. The task is: Regression. Given two drug SMILES strings and cell line genomic features, predict the synergy score measuring deviation from expected non-interaction effect. Drug 1: CCC1(CC2CC(C3=C(CCN(C2)C1)C4=CC=CC=C4N3)(C5=C(C=C6C(=C5)C78CCN9C7C(C=CC9)(C(C(C8N6C=O)(C(=O)OC)O)OC(=O)C)CC)OC)C(=O)OC)O.OS(=O)(=O)O. Drug 2: C1CN(P(=O)(OC1)NCCCl)CCCl. Cell line: EKVX. Synergy scores: CSS=-0.413, Synergy_ZIP=4.27, Synergy_Bliss=-4.57, Synergy_Loewe=-2.19, Synergy_HSA=-4.42.